Dataset: Reaction yield outcomes from USPTO patents with 853,638 reactions. Task: Predict the reaction yield, written as a fraction of the theoretical maximum amount of product (1.0 means a 100% yield; for example, 0.34 means a 34% yield). (1) The reactants are OS(O)(=O)=O.[C:6]1([CH:12]([CH2:17][C:18]([OH:20])=[O:19])[CH2:13][C:14]([OH:16])=[O:15])[CH:11]=[CH:10][CH:9]=[CH:8][CH:7]=1.[N+:21]([O-])([OH:23])=[O:22]. No catalyst specified. The product is [N+:21]([C:9]1[CH:8]=[CH:7][C:6]([CH:12]([CH2:17][C:18]([OH:20])=[O:19])[CH2:13][C:14]([OH:16])=[O:15])=[CH:11][CH:10]=1)([O-:23])=[O:22]. The yield is 0.940. (2) The reactants are [N:1]12[CH2:8][CH2:7][C:4]([C:9]([C:16]3[S:17][CH:18]=[CH:19][CH:20]=3)([C:11]3[S:12][CH:13]=[CH:14][CH:15]=3)[OH:10])([CH2:5][CH2:6]1)[CH2:3][CH2:2]2.[Br:21][CH2:22][CH2:23][C:24]1[CH:29]=[CH:28][CH:27]=[CH:26][CH:25]=1. The catalyst is C(Cl)(Cl)Cl. The product is [Br-:21].[OH:10][C:9]([C:16]1[S:17][CH:18]=[CH:19][CH:20]=1)([C:11]1[S:12][CH:13]=[CH:14][CH:15]=1)[C:4]12[CH2:5][CH2:6][N+:1]([CH2:22][CH2:23][C:24]3[CH:29]=[CH:28][CH:27]=[CH:26][CH:25]=3)([CH2:8][CH2:7]1)[CH2:2][CH2:3]2. The yield is 0.489. (3) The reactants are [CH2:1]([O:3][C:4]([C:6]1[CH2:10][C:9]([O-:11])=[C:8](C(OC)=O)[C:7]=1[CH3:16])=[O:5])[CH3:2].[Na+].[Cl-].[K+].CC(O)=O.C([O-])(O)=O.[Na+]. The catalyst is C1(C)C=CC=CC=1.O. The product is [CH3:16][C:7]1[CH:6]([C:4]([O:3][CH2:1][CH3:2])=[O:5])[CH2:10][C:9](=[O:11])[CH:8]=1. The yield is 0.690. (4) The reactants are Cl[C:2]1[N:7]=[C:6]([NH:8][C:9]2[N:14]=[CH:13][C:12]3[N:15]=[C:16]([CH3:21])[N:17]([CH:18]([CH3:20])[CH3:19])[C:11]=3[CH:10]=2)[CH:5]=[CH:4][N:3]=1.[C-]#N.[K+].[N:25]12CCN(CC1)C[CH2:26]2.CS(C)=O. The catalyst is O. The product is [CH:18]([N:17]1[C:11]2[CH:10]=[C:9]([NH:8][C:6]3[CH:5]=[CH:4][N:3]=[C:2]([C:26]#[N:25])[N:7]=3)[N:14]=[CH:13][C:12]=2[N:15]=[C:16]1[CH3:21])([CH3:20])[CH3:19]. The yield is 1.00. (5) The reactants are [Br:1][C:2]1[N:3]=[C:4]([C:9]#[C:10][C:11]2[C:19]3[C:14](=[CH:15][CH:16]=[C:17]([O:20][CH3:21])[CH:18]=3)[N:13]([CH3:22])[CH:12]=2)[C:5]([NH2:8])=[N:6][CH:7]=1.[H-].[Na+]. The catalyst is CN(C=O)C. The product is [Br:1][C:2]1[N:3]=[C:4]2[CH:9]=[C:10]([C:11]3[C:19]4[C:14](=[CH:15][CH:16]=[C:17]([O:20][CH3:21])[CH:18]=4)[N:13]([CH3:22])[CH:12]=3)[NH:8][C:5]2=[N:6][CH:7]=1. The yield is 0.450. (6) The reactants are [C:1]([C:4]1[CH:5]=[CH:6][C:7]([NH:20][C:21]([CH:23]2[CH2:28][CH2:27][N:26]([CH:29]([CH3:31])[CH3:30])[CH2:25][CH2:24]2)=[O:22])=[C:8]([CH:19]=1)[C:9]([NH:11][C:12]1[CH:17]=[CH:16][C:15]([Cl:18])=[CH:14][N:13]=1)=[O:10])(=O)[CH3:2].C([O-])(=O)C.[Na+].Cl.[NH2:38][OH:39]. The product is [Cl:18][C:15]1[CH:16]=[CH:17][C:12]([NH:11][C:9](=[O:10])[C:8]2[CH:19]=[C:4]([CH:1]([NH:38][OH:39])[CH3:2])[CH:5]=[CH:6][C:7]=2[NH:20][C:21]([CH:23]2[CH2:24][CH2:25][N:26]([CH:29]([CH3:30])[CH3:31])[CH2:27][CH2:28]2)=[O:22])=[N:13][CH:14]=1. The catalyst is CO. The yield is 0.850.